From a dataset of Catalyst prediction with 721,799 reactions and 888 catalyst types from USPTO. Predict which catalyst facilitates the given reaction. Product: [Cl:1][C:2]1[C:11]2[C:6](=[CH:7][CH:8]=[C:9]([F:12])[CH:10]=2)[N:5]=[C:4]([CH:13]([NH2:15])[CH3:14])[C:3]=1[C:26]1[CH:31]=[CH:30][CH:29]=[CH:28][N:27]=1. Reactant: [Cl:1][C:2]1[C:11]2[C:6](=[CH:7][CH:8]=[C:9]([F:12])[CH:10]=2)[N:5]=[C:4]([CH:13]([N:15]2C(=O)C3C(=CC=CC=3)C2=O)[CH3:14])[C:3]=1[C:26]1[CH:31]=[CH:30][CH:29]=[CH:28][N:27]=1.NN. The catalyst class is: 14.